Dataset: Full USPTO retrosynthesis dataset with 1.9M reactions from patents (1976-2016). Task: Predict the reactants needed to synthesize the given product. (1) Given the product [C:2]([O:4][C:33](=[O:34])[NH:32][CH2:31][C@@H:7]1[O:14][C:15](=[O:27])[N:16]([C:17]2[CH:26]=[CH:25][C:20]3[C:21]([CH3:24])=[N:22][O:23][C:19]=3[CH:18]=2)[CH2:8]1)([CH3:5])([CH3:3])[CH3:1], predict the reactants needed to synthesize it. The reactants are: [CH3:1][C:2]([CH3:5])([O-:4])[CH3:3].[Li+].[CH2:7]([O:14][C:15](=[O:27])[NH:16][C:17]1[CH:26]=[CH:25][C:20]2[C:21]([CH3:24])=[N:22][O:23][C:19]=2[CH:18]=1)[C:8]1C=CC=CC=1.ClCC(O)[CH2:31][NH:32][C:33](=O)[O-:34]. (2) Given the product [N:19]1([CH:25]2[CH2:26][CH2:27][N:28]([CH2:31][C:32]3[C:33]([C:52]4[CH:57]=[CH:56][CH:55]=[C:54]([C:58]([F:59])([F:61])[F:60])[CH:53]=4)=[N:34][C:35]4[C:40]([C:41]=3[C:42]([NH:65][C@H:64]([C:66]3[CH:71]=[CH:70][CH:69]=[CH:68][CH:67]=3)[C:63]([F:72])([F:73])[F:62])=[O:43])=[CH:39][C:38]([S:45]([CH2:48][CH3:49])(=[O:47])=[O:46])=[C:37]([O:50][CH3:51])[CH:36]=4)[CH2:29][CH2:30]2)[CH2:24][CH2:23][CH2:22][CH2:21][CH2:20]1, predict the reactants needed to synthesize it. The reactants are: C(P1(=O)OP(CCC)(=O)OP(CCC)(=O)O1)CC.[N:19]1([CH:25]2[CH2:30][CH2:29][N:28]([CH2:31][C:32]3[C:33]([C:52]4[CH:57]=[CH:56][CH:55]=[C:54]([C:58]([F:61])([F:60])[F:59])[CH:53]=4)=[N:34][C:35]4[C:40]([C:41]=3[C:42](O)=[O:43])=[CH:39][C:38]([S:45]([CH2:48][CH3:49])(=[O:47])=[O:46])=[C:37]([O:50][CH3:51])[CH:36]=4)[CH2:27][CH2:26]2)[CH2:24][CH2:23][CH2:22][CH2:21][CH2:20]1.[F:62][C:63]([F:73])([F:72])[C@@H:64]([C:66]1[CH:71]=[CH:70][CH:69]=[CH:68][CH:67]=1)[NH2:65].C(N(CC)C(C)C)(C)C. (3) Given the product [CH:25]([C:22]1[CH:23]=[CH:24][C:19]([CH2:18][C:11]2[C:10]([CH3:28])=[C:9]([NH2:8])[C:14]([CH3:15])=[CH:13][C:12]=2[O:16][CH3:17])=[CH:20][CH:21]=1)([CH3:27])[CH3:26], predict the reactants needed to synthesize it. The reactants are: C([NH:8][C:9]1[C:14]([CH3:15])=[CH:13][C:12]([O:16][CH3:17])=[C:11]([CH2:18][C:19]2[CH:24]=[CH:23][C:22]([CH:25]([CH3:27])[CH3:26])=[CH:21][CH:20]=2)[C:10]=1[CH3:28])C1C=CC=CC=1. (4) Given the product [C:36]([C:33]1[CH:34]=[CH:35][C:30]([C:28]([C:27]2[CH:8]([C:7]3[CH:10]=[CH:11][C:4]([O:3][C:2]([F:13])([F:12])[F:1])=[CH:5][CH:6]=3)[N:14]([C:15]3[N:16]=[N:17][C:18]([CH3:21])=[CH:19][CH:20]=3)[C:25](=[O:24])[C:26]=2[OH:40])=[O:29])=[CH:31][CH:32]=1)([CH3:39])([CH3:37])[CH3:38], predict the reactants needed to synthesize it. The reactants are: [F:1][C:2]([F:13])([F:12])[O:3][C:4]1[CH:11]=[CH:10][C:7]([CH:8]=O)=[CH:6][CH:5]=1.[NH2:14][C:15]1[N:16]=[N:17][C:18]([CH3:21])=[CH:19][CH:20]=1.C([O:24][C:25](=O)[C:26]([OH:40])=[CH:27][C:28]([C:30]1[CH:35]=[CH:34][C:33]([C:36]([CH3:39])([CH3:38])[CH3:37])=[CH:32][CH:31]=1)=[O:29])C.